This data is from Forward reaction prediction with 1.9M reactions from USPTO patents (1976-2016). The task is: Predict the product of the given reaction. Given the reactants [CH2:1]([C:3]1[C:8](=[O:9])[NH:7][C:6]([CH3:10])=[C:5]([C:11]2[CH:12]=[N:13][CH:14]=[C:15]([C:17]([OH:19])=O)[CH:16]=2)[CH:4]=1)[CH3:2].[S:20]([C:24]1[CH:31]=[CH:30][C:27]([CH2:28][NH2:29])=[CH:26][CH:25]=1)(=[O:23])(=[O:22])[NH2:21], predict the reaction product. The product is: [S:20]([C:24]1[CH:25]=[CH:26][C:27]([CH2:28][NH:29][C:17]([C:15]2[CH:16]=[C:11]([C:5]3[CH:4]=[C:3]([CH2:1][CH3:2])[C:8](=[O:9])[NH:7][C:6]=3[CH3:10])[CH:12]=[N:13][CH:14]=2)=[O:19])=[CH:30][CH:31]=1)(=[O:22])(=[O:23])[NH2:21].